This data is from Full USPTO retrosynthesis dataset with 1.9M reactions from patents (1976-2016). The task is: Predict the reactants needed to synthesize the given product. (1) Given the product [CH3:12][N:3]1[C:4]2[C:10]([NH:11][C:14]([NH:13][C:16]3[CH:17]=[N:18][CH:19]=[CH:20][C:21]=3[O:22][CH3:23])=[S:15])=[CH:9][CH:8]=[CH:7][C:5]=2[N:6]=[C:2]1[CH3:1], predict the reactants needed to synthesize it. The reactants are: [CH3:1][C:2]1[N:3]([CH3:12])[C:4]2[C:10]([NH2:11])=[CH:9][CH:8]=[CH:7][C:5]=2[N:6]=1.[N:13]([C:16]1[CH:17]=[N:18][CH:19]=[CH:20][C:21]=1[O:22][CH3:23])=[C:14]=[S:15].C(N1C2C(NC(=S)NC3C=C(S(N)(=O)=O)C=CC=3OC(C)C)=CC=CC=2N=C1C)C. (2) Given the product [F:31][C:27]1[CH:26]=[C:25]2[C:30]([C:22]([C:19]3[N:20]=[C:21]4[C:13]([C:11]([NH:10][C@@H:8]([C:5]5[O:6][CH:7]=[C:3]([CH2:2][O:1][S:49]([CH3:48])(=[O:51])=[O:50])[N:4]=5)[CH3:9])=[O:12])=[CH:14][N:15]([CH2:33][O:34][CH2:35][CH2:36][Si:37]([CH3:39])([CH3:38])[CH3:40])[C:16]4=[N:17][CH:18]=3)=[N:23][N:24]2[CH3:32])=[CH:29][CH:28]=1, predict the reactants needed to synthesize it. The reactants are: [OH:1][CH2:2][C:3]1[N:4]=[C:5]([C@H:8]([NH:10][C:11]([C:13]2[C:21]3[C:16](=[N:17][CH:18]=[C:19]([C:22]4[C:30]5[C:25](=[CH:26][C:27]([F:31])=[CH:28][CH:29]=5)[N:24]([CH3:32])[N:23]=4)[N:20]=3)[N:15]([CH2:33][O:34][CH2:35][CH2:36][Si:37]([CH3:40])([CH3:39])[CH3:38])[CH:14]=2)=[O:12])[CH3:9])[O:6][CH:7]=1.C(N(CC)CC)C.[CH3:48][S:49](Cl)(=[O:51])=[O:50]. (3) Given the product [C:30]1([CH:7]([C:1]2[CH:2]=[CH:3][CH:4]=[CH:5][CH:6]=2)[N:8]2[C:16]3[C:11](=[N:12][CH:13]=[CH:14][CH:15]=3)[CH:10]([C:17]3[C:26]([OH:27])=[CH:25][C:20]4[O:21][CH2:22][CH2:23][O:24][C:19]=4[CH:18]=3)[C:9]2=[O:29])[CH:31]=[CH:32][CH:33]=[CH:34][CH:35]=1, predict the reactants needed to synthesize it. The reactants are: [C:1]1([CH:7]([C:30]2[CH:35]=[CH:34][CH:33]=[CH:32][CH:31]=2)[N:8]2[C:16]3[C:11](=[N:12][CH:13]=[CH:14][CH:15]=3)[C:10](O)([C:17]3[C:26]([OH:27])=[CH:25][C:20]4[O:21][CH2:22][CH2:23][O:24][C:19]=4[CH:18]=3)[C:9]2=[O:29])[CH:6]=[CH:5][CH:4]=[CH:3][CH:2]=1.C([SiH](CC)CC)C.FC(F)(F)C(O)=O. (4) Given the product [F:1][C:2]1[C:7]([CH2:8][OH:9])=[C:6]([F:10])[CH:5]=[CH:4][C:3]=1[NH:11][S:12]([CH2:15][CH2:16][CH3:17])(=[O:14])=[O:13], predict the reactants needed to synthesize it. The reactants are: [F:1][C:2]1[C:7]([CH:8]=[O:9])=[C:6]([F:10])[CH:5]=[CH:4][C:3]=1[NH:11][S:12]([CH2:15][CH2:16][CH3:17])(=[O:14])=[O:13].[BH4-].[Na+].P([O-])(O)(O)=O.[Na+].